From a dataset of Forward reaction prediction with 1.9M reactions from USPTO patents (1976-2016). Predict the product of the given reaction. (1) Given the reactants [OH:1][C:2]1[CH:7]=[CH:6][C:5]([S:8]([NH:11][CH2:12][CH2:13][CH:14]([CH3:16])[CH3:15])(=[O:10])=[O:9])=[CH:4][CH:3]=1.[CH3:17][N:18]([C:22]1[CH:27]=[CH:26][CH:25]=[CH:24][CH:23]=1)[C:19](Cl)=[O:20], predict the reaction product. The product is: [CH3:15][CH:14]([CH3:16])[CH2:13][CH2:12][NH:11][S:8]([C:5]1[CH:6]=[CH:7][C:2]([O:1][C:19](=[O:20])[N:18]([CH3:17])[C:22]2[CH:27]=[CH:26][CH:25]=[CH:24][CH:23]=2)=[CH:3][CH:4]=1)(=[O:10])=[O:9]. (2) Given the reactants [H-].[Al+3].[Li+].[H-].[H-].[H-].C([O:10][C:11]1[CH:12]=[C:13]([CH:21]=[CH:22][CH:23]=1)[O:14][CH2:15][C:16](OCC)=[O:17])(=O)C, predict the reaction product. The product is: [OH:17][CH2:16][CH2:15][O:14][C:13]1[CH:12]=[C:11]([OH:10])[CH:23]=[CH:22][CH:21]=1. (3) Given the reactants [C:1]12([CH2:11][O:12][C:13]([NH:15][C@@H:16]([CH2:24][C:25]3[CH:30]=[CH:29][C:28]([O:31][CH2:32][CH2:33][CH2:34][C:35]([O:37]CC)=O)=[CH:27][CH:26]=3)[C:17]([O:19][C:20]([CH3:23])([CH3:22])[CH3:21])=[O:18])=[O:14])[CH2:10][CH:5]3[CH2:6][CH:7]([CH2:9][CH:3]([CH2:4]3)[CH2:2]1)[CH2:8]2.Cl.[NH2:41][C:42]1[NH:43][CH2:44][CH2:45][N:46]=1.CC(C)([O-])C.[K+], predict the reaction product. The product is: [C:1]12([CH2:11][O:12][C:13]([NH:15][C@@H:16]([CH2:24][C:25]3[CH:26]=[CH:27][C:28]([O:31][CH2:32][CH2:33][CH2:34][C:35](=[O:37])[NH:41][C:42]4[NH:46][CH2:45][CH2:44][N:43]=4)=[CH:29][CH:30]=3)[C:17]([O:19][C:20]([CH3:22])([CH3:21])[CH3:23])=[O:18])=[O:14])[CH2:8][CH:7]3[CH2:9][CH:3]([CH2:4][CH:5]([CH2:6]3)[CH2:10]1)[CH2:2]2. (4) Given the reactants [OH:1][C:2]1[CH:7]=[CH:6][C:5]([C:8]2[CH:13]=[N:12][N:11]([CH3:14])[C:10](=[O:15])[CH:9]=2)=[CH:4][CH:3]=1.Br[CH2:17][CH2:18][CH2:19][Cl:20], predict the reaction product. The product is: [Cl:20][CH2:19][CH2:18][CH2:17][O:1][C:2]1[CH:7]=[CH:6][C:5]([C:8]2[CH:13]=[N:12][N:11]([CH3:14])[C:10](=[O:15])[CH:9]=2)=[CH:4][CH:3]=1. (5) Given the reactants [CH3:1][O:2][C:3](=[O:26])[CH2:4][C@H:5]1[C:9]2[CH:10]=[CH:11][C:12]([O:14][C@H:15]3[C:23]4[C:18](=[C:19]([OH:25])[CH:20]=[CH:21][C:22]=4[F:24])[CH2:17][CH2:16]3)=[CH:13][C:8]=2[O:7][CH2:6]1.[CH3:27][O:28][C:29]1[CH:34]=[C:33](B(O)O)[CH:32]=[CH:31][N:30]=1, predict the reaction product. The product is: [CH3:1][O:2][C:3](=[O:26])[CH2:4][C@H:5]1[C:9]2[CH:10]=[CH:11][C:12]([O:14][C@H:15]3[C:23]4[C:18](=[C:19]([O:25][C:33]5[CH:32]=[CH:31][N:30]=[C:29]([O:28][CH3:27])[CH:34]=5)[CH:20]=[CH:21][C:22]=4[F:24])[CH2:17][CH2:16]3)=[CH:13][C:8]=2[O:7][CH2:6]1. (6) Given the reactants [O:1]1[CH:5]=[CH:4][CH:3]=[C:2]1[C:6]1[NH:10][N:9]=[C:8]([NH2:11])[CH:7]=1.[Cl:12][C:13]1[N:18]=[C:17](Cl)[CH:16]=[CH:15][N:14]=1.CC([O-])=O.[K+], predict the reaction product. The product is: [Cl:12][C:13]1[N:18]=[C:17]([NH:11][C:8]2[CH:7]=[C:6]([C:2]3[O:1][CH:5]=[CH:4][CH:3]=3)[NH:10][N:9]=2)[CH:16]=[CH:15][N:14]=1. (7) Given the reactants C1O[C:4]2([CH2:9][CH2:8][C:7]([C:11]3[CH:16]=[CH:15][C:14]([F:17])=[CH:13][CH:12]=3)(O)[CH2:6][CH2:5]2)[O:3]C1.O, predict the reaction product. The product is: [F:17][C:14]1[CH:13]=[CH:12][C:11]([C:7]2[CH2:8][CH2:9][C:4](=[O:3])[CH2:5][CH:6]=2)=[CH:16][CH:15]=1. (8) The product is: [Cl:22][C:9]1[N:8]=[CH:7][N:6]=[C:5]2[NH:1][N:2]=[CH:3][C:4]=12. Given the reactants [NH:1]1[C:5]2=[N:6][CH:7]=[N:8][C:9](O)=[C:4]2[CH:3]=[N:2]1.CN(C)C1C=CC=CC=1.P(Cl)(Cl)([Cl:22])=O, predict the reaction product. (9) Given the reactants C([O:3][C:4]([C:6]1[N:7]([CH2:12][CH2:13][C@@H:14]2[CH2:18][S:17][C:16]([C:19]3[NH:20][C:21]4[C:26]([CH:27]=3)=[CH:25][C:24]([Cl:28])=[CH:23][C:22]=4[NH:29][CH:30]3[CH2:34][CH2:33][CH2:32][CH2:31]3)=[N:15]2)[CH:8]=[N:9][C:10]=1[CH3:11])=[O:5])C.CO.O.[OH-].[Li+].Cl, predict the reaction product. The product is: [Cl:28][C:24]1[CH:25]=[C:26]2[C:21](=[C:22]([NH:29][CH:30]3[CH2:34][CH2:33][CH2:32][CH2:31]3)[CH:23]=1)[NH:20][C:19]([C:16]1[S:17][CH2:18][C@@H:14]([CH2:13][CH2:12][N:7]3[C:6]([C:4]([OH:5])=[O:3])=[C:10]([CH3:11])[N:9]=[CH:8]3)[N:15]=1)=[CH:27]2. (10) Given the reactants N12CCCN=C1CCCCC2.[N+](C1C=C([N+]([O-])=O)C=CC=1[O-])([O-])=O.[NH2:25][N+:26]1[CH:31]=[CH:30][CH:29]=[C:28]([C:32]([O:34][CH2:35][CH3:36])=[O:33])[C:27]=1[NH2:37].[F:38][C:39]([F:49])([F:48])[C:40]1[CH:41]=[C:42]([CH:45]=[CH:46][CH:47]=1)[CH:43]=O, predict the reaction product. The product is: [F:38][C:39]([F:48])([F:49])[C:40]1[CH:41]=[C:42]([C:43]2[N:37]=[C:27]3[C:28]([C:32]([O:34][CH2:35][CH3:36])=[O:33])=[CH:29][CH:30]=[CH:31][N:26]3[N:25]=2)[CH:45]=[CH:46][CH:47]=1.